From a dataset of Tyrosyl-DNA phosphodiesterase HTS with 341,365 compounds. Binary Classification. Given a drug SMILES string, predict its activity (active/inactive) in a high-throughput screening assay against a specified biological target. (1) The drug is Clc1cc(N2CCN(CC2)Cc2n(CCCCC)c3c(n2)n(c(=O)n(c3=O)C)C)ccc1. The result is 0 (inactive). (2) The result is 0 (inactive). The molecule is s1c2c(nc1NC(=O)COc1cc(ccc1)C)ccc([N+]([O-])=O)c2. (3) The compound is OC(=O)c1ccc(C2=c3[n-]c(=C(C4=NC(=C(c5[n-]c(C(=C6N=C2C=C6)c2ccc(cc2)C(O)=O)cc5)c2ccc(cc2)C(O)=O)C=C4)c2ccc(cc2)C(O)=O)cc3)cc1. The result is 1 (active). (4) The drug is O(c1cc2c(c(=O)n(cc2C(=O)Nc2cc(OC)c(OC)c(OC)c2)C)cc1OC)C. The result is 0 (inactive). (5) The compound is S(CC(=O)c1c(n(c(c1)C)C)C)c1sc(NCc2ccccc2)nn1. The result is 0 (inactive). (6) The compound is O=c1c2c(N3CCCCC3)ccc3n(c(=O)cc(c23)c2c1cccc2)C. The result is 0 (inactive). (7) The molecule is s1c(CN(C(C(=O)NC(C)(C)C)c2ccc(OC)cc2)C(=O)CCC(=O)Nc2noc(c2)C)ccc1. The result is 0 (inactive). (8) The compound is s1c(CNC(=O)/C(=C\c2c([nH]c(c2)C)C)C#N)ccc1. The result is 0 (inactive). (9) The molecule is Clc1c(C(=O)NCC(=O)NCC(OCC(=O)N(c2ccccc2)C)=O)ccc(Cl)c1. The result is 0 (inactive).